Task: Predict hERG channel inhibition at various concentrations.. Dataset: hERG Central: cardiac toxicity at 1µM, 10µM, and general inhibition The molecule is CCCCn1cnc2sc3c(c2c1=N)CCCC3. Results: hERG_inhib (hERG inhibition (general)): blocker.